Regression. Given two drug SMILES strings and cell line genomic features, predict the synergy score measuring deviation from expected non-interaction effect. From a dataset of NCI-60 drug combinations with 297,098 pairs across 59 cell lines. (1) Drug 1: CCN(CC)CCNC(=O)C1=C(NC(=C1C)C=C2C3=C(C=CC(=C3)F)NC2=O)C. Drug 2: CC(C)CN1C=NC2=C1C3=CC=CC=C3N=C2N. Cell line: MDA-MB-435. Synergy scores: CSS=-3.14, Synergy_ZIP=3.15, Synergy_Bliss=4.62, Synergy_Loewe=1.42, Synergy_HSA=-2.12. (2) Drug 1: CCC1=CC2CC(C3=C(CN(C2)C1)C4=CC=CC=C4N3)(C5=C(C=C6C(=C5)C78CCN9C7C(C=CC9)(C(C(C8N6C)(C(=O)OC)O)OC(=O)C)CC)OC)C(=O)OC.C(C(C(=O)O)O)(C(=O)O)O. Drug 2: CCC1(CC2CC(C3=C(CCN(C2)C1)C4=CC=CC=C4N3)(C5=C(C=C6C(=C5)C78CCN9C7C(C=CC9)(C(C(C8N6C)(C(=O)OC)O)OC(=O)C)CC)OC)C(=O)OC)O.OS(=O)(=O)O. Cell line: K-562. Synergy scores: CSS=76.1, Synergy_ZIP=2.86, Synergy_Bliss=1.74, Synergy_Loewe=-0.305, Synergy_HSA=3.08. (3) Drug 1: C1CC(=O)NC(=O)C1N2CC3=C(C2=O)C=CC=C3N. Drug 2: CN(C(=O)NC(C=O)C(C(C(CO)O)O)O)N=O. Cell line: NCI-H522. Synergy scores: CSS=3.40, Synergy_ZIP=-1.98, Synergy_Bliss=-1.74, Synergy_Loewe=-0.0375, Synergy_HSA=-0.00794. (4) Drug 1: C1=NC2=C(N1)C(=S)N=C(N2)N. Drug 2: N.N.Cl[Pt+2]Cl. Cell line: A498. Synergy scores: CSS=5.94, Synergy_ZIP=-4.34, Synergy_Bliss=-5.87, Synergy_Loewe=-10.9, Synergy_HSA=-6.94. (5) Drug 1: C1=NC2=C(N=C(N=C2N1C3C(C(C(O3)CO)O)O)F)N. Drug 2: CC(C)CN1C=NC2=C1C3=CC=CC=C3N=C2N. Cell line: RPMI-8226. Synergy scores: CSS=8.79, Synergy_ZIP=-5.04, Synergy_Bliss=-2.98, Synergy_Loewe=1.25, Synergy_HSA=-2.18. (6) Drug 1: COC1=C(C=C2C(=C1)N=CN=C2NC3=CC(=C(C=C3)F)Cl)OCCCN4CCOCC4. Cell line: SK-MEL-28. Drug 2: CC(C)(C#N)C1=CC(=CC(=C1)CN2C=NC=N2)C(C)(C)C#N. Synergy scores: CSS=2.35, Synergy_ZIP=-2.99, Synergy_Bliss=-3.56, Synergy_Loewe=-2.48, Synergy_HSA=-3.40. (7) Drug 1: C1CCC(C1)C(CC#N)N2C=C(C=N2)C3=C4C=CNC4=NC=N3. Synergy scores: CSS=40.5, Synergy_ZIP=8.09, Synergy_Bliss=6.79, Synergy_Loewe=-48.1, Synergy_HSA=4.08. Drug 2: CC1=C2C(C(=O)C3(C(CC4C(C3C(C(C2(C)C)(CC1OC(=O)C(C(C5=CC=CC=C5)NC(=O)C6=CC=CC=C6)O)O)OC(=O)C7=CC=CC=C7)(CO4)OC(=O)C)O)C)OC(=O)C. Cell line: OVCAR3. (8) Drug 2: CC=C1C(=O)NC(C(=O)OC2CC(=O)NC(C(=O)NC(CSSCCC=C2)C(=O)N1)C(C)C)C(C)C. Cell line: SW-620. Drug 1: CC(C)(C#N)C1=CC(=CC(=C1)CN2C=NC=N2)C(C)(C)C#N. Synergy scores: CSS=7.12, Synergy_ZIP=3.79, Synergy_Bliss=3.56, Synergy_Loewe=-20.6, Synergy_HSA=2.23. (9) Drug 1: CCC1=CC2CC(C3=C(CN(C2)C1)C4=CC=CC=C4N3)(C5=C(C=C6C(=C5)C78CCN9C7C(C=CC9)(C(C(C8N6C)(C(=O)OC)O)OC(=O)C)CC)OC)C(=O)OC.C(C(C(=O)O)O)(C(=O)O)O. Drug 2: CC1C(C(CC(O1)OC2CC(CC3=C2C(=C4C(=C3O)C(=O)C5=C(C4=O)C(=CC=C5)OC)O)(C(=O)CO)O)N)O.Cl. Cell line: SN12C. Synergy scores: CSS=30.9, Synergy_ZIP=-4.58, Synergy_Bliss=-9.21, Synergy_Loewe=-14.1, Synergy_HSA=-7.84. (10) Drug 1: C1CCC(CC1)NC(=O)N(CCCl)N=O. Drug 2: C1=NC2=C(N=C(N=C2N1C3C(C(C(O3)CO)O)O)F)N. Cell line: A549. Synergy scores: CSS=1.55, Synergy_ZIP=-6.58, Synergy_Bliss=-8.49, Synergy_Loewe=-13.1, Synergy_HSA=-9.71.